From a dataset of Reaction yield outcomes from USPTO patents with 853,638 reactions. Predict the reaction yield, written as a fraction of the theoretical maximum amount of product (1.0 means a 100% yield; for example, 0.34 means a 34% yield). (1) The product is [CH2:1]([NH:5][C:6]1[CH:7]=[CH:8][C:9]2[N:10]([C:12]([C:19]3[N:20]=[CH:21][NH:22][CH:23]=3)=[CH:13][N:14]=2)[N:11]=1)[CH2:2][CH2:3][CH3:4]. The catalyst is C1C=CC(P(C2C=CC=CC=2)[C-]2C=CC=C2)=CC=1.C1C=CC(P(C2C=CC=CC=2)[C-]2C=CC=C2)=CC=1.Cl[Pd]Cl.[Fe+2].O. The reactants are [CH2:1]([NH:5][C:6]1[CH:7]=[CH:8][C:9]2[N:10]([C:12](B(O)O)=[CH:13][N:14]=2)[N:11]=1)[CH2:2][CH2:3][CH3:4].Br[C:19]1[N:20]=[CH:21][NH:22][CH:23]=1.P([O-])([O-])([O-])=O.[K+].[K+].[K+].COCCOC. The yield is 0.720. (2) The reactants are O([C:9]([O:11][C:12]([CH3:15])([CH3:14])[CH3:13])=[O:10])[C:9]([O:11][C:12]([CH3:15])([CH3:14])[CH3:13])=[O:10].[Br:16][C:17]1[CH:18]=[C:19]([CH2:23][NH:24][CH3:25])[CH:20]=[CH:21][CH:22]=1.CCN(CC)CC. The catalyst is C(Cl)Cl. The product is [Br:16][C:17]1[CH:18]=[C:19]([CH:20]=[CH:21][CH:22]=1)[CH2:23][N:24]([CH3:25])[C:9](=[O:10])[O:11][C:12]([CH3:13])([CH3:14])[CH3:15]. The yield is 0.960. (3) The reactants are N1C(Cl)=NC(Cl)=NC=1[Cl:3].CN(C)C=O.[Br:15][C:16]1[C:23]([O:24][CH2:25][CH3:26])=[C:22]([CH:27](O)[CH3:28])[CH:21]=[C:20]([Cl:30])[C:17]=1[C:18]#[N:19].C(Cl)Cl. No catalyst specified. The product is [Br:15][C:16]1[C:23]([O:24][CH2:25][CH3:26])=[C:22]([CH:27]([Cl:3])[CH3:28])[CH:21]=[C:20]([Cl:30])[C:17]=1[C:18]#[N:19]. The yield is 0.750. (4) The reactants are O1CCCCC1[O:7][CH2:8][CH2:9][C:10]1[CH:14]=[C:13]([CH2:15][NH:16][C:17]([C:19]2[C:20](=[O:37])[N:21]([C:27]3[CH:32]=[CH:31][CH:30]=[C:29]([C:33]([F:36])([F:35])[F:34])[CH:28]=3)[C:22]([CH3:26])=[C:23](I)[CH:24]=2)=[O:18])[O:12][N:11]=1.[CH3:38][C:39]1[C:43](B(O)O)=[C:42]([CH3:47])[O:41][N:40]=1.C([O-])([O-])=O.[Na+].[Na+]. No catalyst specified. The product is [CH3:38][C:39]1[C:43]([C:23]2[CH:24]=[C:19]([C:17]([NH:16][CH2:15][C:13]3[O:12][N:11]=[C:10]([CH2:9][CH2:8][OH:7])[CH:14]=3)=[O:18])[C:20](=[O:37])[N:21]([C:27]3[CH:32]=[CH:31][CH:30]=[C:29]([C:33]([F:36])([F:35])[F:34])[CH:28]=3)[C:22]=2[CH3:26])=[C:42]([CH3:47])[O:41][N:40]=1. The yield is 0.380. (5) The reactants are CCOC(/N=N/C(OCC)=O)=O.[OH:13][C:14]1[CH:21]=[CH:20][C:17]([CH:18]=[O:19])=[CH:16][CH:15]=1.[S:22]1[CH:26]=[CH:25][C:24]([CH2:27]O)=[CH:23]1.C1(P(C2C=CC=CC=2)C2C=CC=CC=2)C=CC=CC=1. The catalyst is O1CCCC1. The product is [S:22]1[CH:26]=[CH:25][C:24]([CH2:27][O:13][C:14]2[CH:21]=[CH:20][C:17]([CH:18]=[O:19])=[CH:16][CH:15]=2)=[CH:23]1. The yield is 0.400.